Dataset: Reaction yield outcomes from USPTO patents with 853,638 reactions. Task: Predict the reaction yield, written as a fraction of the theoretical maximum amount of product (1.0 means a 100% yield; for example, 0.34 means a 34% yield). (1) The reactants are C[Si](Cl)(C)C.[BH4-].[Li+].[NH2:8][CH:9]([CH2:13][C:14]([F:17])([F:16])[F:15])[C:10](O)=[O:11]. The catalyst is C1COCC1. The product is [NH2:8][CH:9]([CH2:13][C:14]([F:17])([F:16])[F:15])[CH2:10][OH:11]. The yield is 0.380. (2) The reactants are Cl.[F:2][C:3]1[CH:10]=[CH:9][CH:8]=[C:7]([O:11][CH2:12][CH:13]2[CH2:18][CH2:17][NH:16][CH2:15][CH2:14]2)[C:4]=1[C:5]#[N:6].[Cl:19][C:20]1[CH:21]=[C:22]([CH:25]=[CH:26][C:27]=1[Cl:28])[CH2:23]Cl.C(N(CC)CC)C. No catalyst specified. The product is [Cl:19][C:20]1[CH:21]=[C:22]([CH:25]=[CH:26][C:27]=1[Cl:28])[CH2:23][N:16]1[CH2:17][CH2:18][CH:13]([CH2:12][O:11][C:7]2[CH:8]=[CH:9][CH:10]=[C:3]([F:2])[C:4]=2[C:5]#[N:6])[CH2:14][CH2:15]1. The yield is 0.730. (3) The reactants are [CH2:1]([N:3]1[CH2:8][CH2:7][C:6](=[O:9])[CH2:5][CH2:4]1)[CH3:2].[CH3:10][I:11]. The catalyst is CC(C)=O. The product is [I-:11].[CH2:1]([N+:3]1([CH3:10])[CH2:8][CH2:7][C:6](=[O:9])[CH2:5][CH2:4]1)[CH3:2]. The yield is 0.930. (4) The catalyst is O. The reactants are [CH2:1]([O:3][CH:4]([O:11][CH2:12][CH3:13])[CH2:5][C:6]([O:8]CC)=[O:7])[CH3:2].[OH-].[Na+].Cl.CCOC(C)=O. The product is [CH2:12]([O:11][CH:4]([O:3][CH2:1][CH3:2])[CH2:5][C:6]([OH:8])=[O:7])[CH3:13]. The yield is 0.960. (5) The reactants are C(N(CC)CC)C.ClC(OCC(C)C)=O.[CH3:16][O:17][C:18](=[O:29])[C:19]1[CH:27]=[C:26]([F:28])[CH:25]=[C:21]([C:22](O)=[O:23])[CH:20]=1.[BH4-].[Na+]. The catalyst is ClCCl.O. The product is [CH3:16][O:17][C:18](=[O:29])[C:19]1[CH:20]=[C:21]([CH2:22][OH:23])[CH:25]=[C:26]([F:28])[CH:27]=1. The yield is 0.540.